Task: Predict the reaction yield, written as a fraction of the theoretical maximum amount of product (1.0 means a 100% yield; for example, 0.34 means a 34% yield).. Dataset: Reaction yield outcomes from USPTO patents with 853,638 reactions The reactants are [C:1]1([C:7]2[CH:8]=[C:9]([C:16]([OH:18])=O)[S:10][C:11]=2[C:12]([F:15])([F:14])[F:13])[CH:6]=[CH:5][CH:4]=[CH:3][CH:2]=1.C(Cl)(=O)C(Cl)=O.[C:25]([C:29]1[CH:38]=[CH:37][C:32]([C:33](=[N:35]O)[NH2:34])=[CH:31][CH:30]=1)([O:27][CH3:28])=[O:26]. The catalyst is C(Cl)Cl.CN(C=O)C. The product is [C:25]([C:29]1[CH:38]=[CH:37][C:32]([C:33]2[N:34]=[C:16]([C:9]3[S:10][C:11]([C:12]([F:13])([F:14])[F:15])=[C:7]([C:1]4[CH:2]=[CH:3][CH:4]=[CH:5][CH:6]=4)[CH:8]=3)[O:18][N:35]=2)=[CH:31][CH:30]=1)([O:27][CH3:28])=[O:26]. The yield is 0.650.